This data is from Forward reaction prediction with 1.9M reactions from USPTO patents (1976-2016). The task is: Predict the product of the given reaction. (1) Given the reactants Br[C:2]1[CH:3]=[C:4]([S:8]([N:11]2[CH2:20][CH2:19][C:18]3[C@:13]([CH2:31][O:32][CH3:33])([CH2:14][C:15]4[CH:23]=[N:22][N:21]([C:24]5[CH:29]=[CH:28][C:27]([F:30])=[CH:26][CH:25]=5)[C:16]=4[CH:17]=3)[CH2:12]2)(=[O:10])=[O:9])[CH:5]=[N:6][CH:7]=1.Cl.[F:35][C@@H:36]1[CH2:40][CH2:39][NH:38][CH2:37]1, predict the reaction product. The product is: [F:30][C:27]1[CH:28]=[CH:29][C:24]([N:21]2[C:16]3[CH:17]=[C:18]4[C@:13]([CH2:31][O:32][CH3:33])([CH2:14][C:15]=3[CH:23]=[N:22]2)[CH2:12][N:11]([S:8]([C:4]2[CH:5]=[N:6][CH:7]=[C:2]([N:38]3[CH2:39][CH2:40][C@@H:36]([F:35])[CH2:37]3)[CH:3]=2)(=[O:10])=[O:9])[CH2:20][CH2:19]4)=[CH:25][CH:26]=1. (2) Given the reactants [Cl:1][C:2]1[CH:12]=[C:11]([S:13]([C:16]2[CH:21]=[CH:20][C:19]([CH2:22][CH2:23][NH:24]C(=O)C(F)(F)F)=[CH:18][CH:17]=2)(=[O:15])=[O:14])[CH:10]=[CH:9][C:3]=1[C:4]([O:6][CH2:7][CH3:8])=[O:5].[OH-].[Na+].Cl, predict the reaction product. The product is: [NH2:24][CH2:23][CH2:22][C:19]1[CH:20]=[CH:21][C:16]([S:13]([C:11]2[CH:10]=[CH:9][C:3]([C:4]([O:6][CH2:7][CH3:8])=[O:5])=[C:2]([Cl:1])[CH:12]=2)(=[O:15])=[O:14])=[CH:17][CH:18]=1. (3) The product is: [CH3:1][S:2]([C:5]1[CH:6]=[C:7]([N:13]2[CH2:14][CH2:15][N:16]([CH2:19][CH2:20][CH3:21])[CH2:17][CH2:18]2)[CH:8]=[CH:9][C:10]=1[OH:11])(=[O:3])=[O:4].[BrH:22]. Given the reactants [CH3:1][S:2]([C:5]1[CH:6]=[C:7]([N:13]2[CH2:18][CH2:17][N:16]([CH2:19][CH2:20][CH3:21])[CH2:15][CH2:14]2)[CH:8]=[CH:9][C:10]=1[O:11]C)(=[O:4])=[O:3].[BrH:22], predict the reaction product. (4) The product is: [CH3:1][O:2][C:3]1[CH:4]=[C:5]([O:6][CH2:7][CH2:8][N:9]2[CH2:14][CH2:13][O:12][CH2:11][CH2:10]2)[CH:15]=[CH:16][C:17]=1[NH2:18]. Given the reactants [CH3:1][O:2][C:3]1[CH:4]=[C:5]([CH:15]=[CH:16][C:17]=1[N+:18]([O-])=O)[O:6][CH2:7][CH2:8][N:9]1[CH2:14][CH2:13][O:12][CH2:11][CH2:10]1.[H][H], predict the reaction product. (5) The product is: [Br:1][C:2]1[CH:3]=[CH:4][C:5]([O:11][CH2:19][CH3:20])=[C:6]([CH:10]=1)[C:7]([O:9][CH2:21][CH3:22])=[O:8]. Given the reactants [Br:1][C:2]1[CH:3]=[CH:4][C:5]([OH:11])=[C:6]([CH:10]=1)[C:7]([OH:9])=[O:8].C(=O)([O-])[O-].[K+].[K+].I[CH2:19][CH3:20].[CH3:21][C:22](C)=O, predict the reaction product. (6) Given the reactants Cl[C:2]1[CH:11]=[CH:10][N:9]=[C:8]2[C:3]=1[CH:4]=[CH:5][C:6]([CH2:12][CH2:13][CH3:14])=[N:7]2.[NH2:15][C:16]1[CH:21]=[C:20]([CH3:22])[CH:19]=[CH:18][C:17]=1[S:23][C:24]1[CH:29]=[CH:28][C:27]([NH:30][C:31](=[O:33])[CH3:32])=[CH:26][C:25]=1[F:34], predict the reaction product. The product is: [F:34][C:25]1[CH:26]=[C:27]([NH:30][C:31](=[O:33])[CH3:32])[CH:28]=[CH:29][C:24]=1[S:23][C:17]1[CH:18]=[CH:19][C:20]([CH3:22])=[CH:21][C:16]=1[NH:15][C:2]1[C:3]2[C:8](=[N:7][C:6]([CH2:12][CH2:13][CH3:14])=[CH:5][CH:4]=2)[N:9]=[CH:10][CH:11]=1. (7) Given the reactants [N+:1]([C:4]1[CH:5]=[C:6]([CH2:10][OH:11])[CH:7]=[CH:8][CH:9]=1)([O-:3])=[O:2].N1C=CN=C1.[CH3:17][C:18]([Si:21](Cl)([CH3:23])[CH3:22])([CH3:20])[CH3:19], predict the reaction product. The product is: [C:18]([Si:21]([CH3:23])([CH3:22])[O:11][CH2:10][C:6]1[CH:7]=[CH:8][CH:9]=[C:4]([N+:1]([O-:3])=[O:2])[CH:5]=1)([CH3:20])([CH3:19])[CH3:17]. (8) Given the reactants [H-].[Na+].[NH2:3][C:4]1[N:9]=[CH:8][C:7]([CH2:10][CH:11]([C:17]2[N:18]=[CH:19][NH:20][CH:21]=2)[C:12]([O:14][CH2:15][CH3:16])=[O:13])=[CH:6][CH:5]=1.Br[CH:23]([C:30]1[CH:35]=[CH:34][CH:33]=[CH:32][CH:31]=1)[C:24]1[CH:29]=[CH:28][CH:27]=[CH:26][CH:25]=1.O, predict the reaction product. The product is: [NH2:3][C:4]1[N:9]=[CH:8][C:7]([CH2:10][CH:11]([C:17]2[N:18]=[CH:19][N:20]([CH:23]([C:24]3[CH:29]=[CH:28][CH:27]=[CH:26][CH:25]=3)[C:30]3[CH:35]=[CH:34][CH:33]=[CH:32][CH:31]=3)[CH:21]=2)[C:12]([O:14][CH2:15][CH3:16])=[O:13])=[CH:6][CH:5]=1. (9) Given the reactants CO[C:3]([C:5]1[N:6]=[C:7]([C:23]#[N:24])[C:8]2[C:13]([C:14]=1[OH:15])=[CH:12][CH:11]=[C:10]([O:16][C:17]1[CH:22]=[CH:21][CH:20]=[CH:19][CH:18]=1)[CH:9]=2)=[O:4].Cl.[C:26]([O:30][C:31](=[O:38])[CH:32]([CH2:36][NH2:37])[CH2:33][CH2:34][CH3:35])([CH3:29])([CH3:28])[CH3:27].C[O-].[Na+], predict the reaction product. The product is: [C:26]([O:30][C:31](=[O:38])[CH:32]([CH2:36][NH:37][C:3]([C:5]1[N:6]=[C:7]([C:23]#[N:24])[C:8]2[C:13]([C:14]=1[OH:15])=[CH:12][CH:11]=[C:10]([O:16][C:17]1[CH:22]=[CH:21][CH:20]=[CH:19][CH:18]=1)[CH:9]=2)=[O:4])[CH2:33][CH2:34][CH3:35])([CH3:27])([CH3:28])[CH3:29]. (10) The product is: [Cl:14][CH2:15][C:16]([NH:8][CH2:9][C@H:10]([OH:13])[CH2:11][OH:12])=[O:17]. Given the reactants C(N(CC)CC)C.[NH2:8][CH2:9][C@H:10]([OH:13])[CH2:11][OH:12].[Cl:14][CH2:15][C:16](Cl)=[O:17], predict the reaction product.